This data is from Forward reaction prediction with 1.9M reactions from USPTO patents (1976-2016). The task is: Predict the product of the given reaction. The product is: [N:11]([C:6]1[CH:7]=[CH:8][CH:9]=[CH:10][C:5]=1[O:4][CH2:3][C:2]([F:12])([F:13])[F:1])=[C:28]=[S:29]. Given the reactants [F:1][C:2]([F:13])([F:12])[CH2:3][O:4][C:5]1[CH:10]=[CH:9][CH:8]=[CH:7][C:6]=1[NH2:11].C(OC1C=CC(C(N)=O)=CC=1N=[C:28]=[S:29])(C)C, predict the reaction product.